This data is from Full USPTO retrosynthesis dataset with 1.9M reactions from patents (1976-2016). The task is: Predict the reactants needed to synthesize the given product. (1) Given the product [F:1][C:2]1[CH:3]=[C:4]([C:8]2[S:12][C:11]([N:13]([CH3:21])[C:14]([N:16]([CH3:25])[CH2:17][CH2:18][S:19][CH3:20])=[O:15])=[N:10][N:9]=2)[CH:5]=[N:6][CH:7]=1, predict the reactants needed to synthesize it. The reactants are: [F:1][C:2]1[CH:3]=[C:4]([C:8]2[S:12][C:11]([N:13]([CH3:21])[C:14]([NH:16][CH2:17][CH2:18][S:19][CH3:20])=[O:15])=[N:10][N:9]=2)[CH:5]=[N:6][CH:7]=1.[H-].[Na+].I[CH3:25]. (2) The reactants are: C(O[C:6]([NH:8][CH2:9][CH2:10][CH2:11][O:12][CH2:13][CH2:14][O:15][CH2:16][CH2:17][O:18][CH2:19][CH2:20][CH2:21][NH:22][C:23](=[O:29])[CH2:24][CH2:25][C:26]([OH:28])=[O:27])=[O:7])(C)(C)C.C(O)(C(F)(F)F)=O.O=C1CCC(=O)N1OC(=O)[CH2:46][CH2:47][CH2:48][CH2:49][CH2:50][CH2:51][C:52]([O:54][C:55]([CH3:58])([CH3:57])[CH3:56])=[O:53]. Given the product [C:55]([O:54][C:52](=[O:53])[CH2:51][CH2:50][CH2:49][CH2:48][CH2:47][CH2:46][C:6](=[O:7])[NH:8][CH2:9][CH2:10][CH2:11][O:12][CH2:13][CH2:14][O:15][CH2:16][CH2:17][O:18][CH2:19][CH2:20][CH2:21][NH:22][C:23](=[O:29])[CH2:24][CH2:25][C:26]([OH:28])=[O:27])([CH3:58])([CH3:57])[CH3:56], predict the reactants needed to synthesize it. (3) The reactants are: Cl.[CH3:2][O:3][C:4]1[CH:5]=[C:6]([C:12]2[C:13]([CH3:25])([CH3:24])[C:14](=[O:23])[N:15]([CH:17]3[CH2:22][CH2:21][NH:20][CH2:19][CH2:18]3)[N:16]=2)[CH:7]=[CH:8][C:9]=1[O:10][CH3:11].[CH:26]1[C:35]2[C:30](=[CH:31][CH:32]=[CH:33][CH:34]=2)[CH:29]=[CH:28][C:27]=1[S:36](Cl)(=[O:38])=[O:37]. Given the product [CH3:2][O:3][C:4]1[CH:5]=[C:6]([C:12]2[C:13]([CH3:25])([CH3:24])[C:14](=[O:23])[N:15]([CH:17]3[CH2:22][CH2:21][N:20]([S:36]([C:27]4[CH:28]=[CH:29][C:30]5[C:35](=[CH:34][CH:33]=[CH:32][CH:31]=5)[CH:26]=4)(=[O:38])=[O:37])[CH2:19][CH2:18]3)[N:16]=2)[CH:7]=[CH:8][C:9]=1[O:10][CH3:11], predict the reactants needed to synthesize it.